This data is from Peptide-MHC class I binding affinity with 185,985 pairs from IEDB/IMGT. The task is: Regression. Given a peptide amino acid sequence and an MHC pseudo amino acid sequence, predict their binding affinity value. This is MHC class I binding data. (1) The peptide sequence is YPKTFGWLW. The MHC is Mamu-B17 with pseudo-sequence Mamu-B17. The binding affinity (normalized) is 0.350. (2) The peptide sequence is CQFDHVNTLH. The MHC is HLA-A33:01 with pseudo-sequence HLA-A33:01. The binding affinity (normalized) is 0. (3) The peptide sequence is AQIDNYNKF. The MHC is HLA-B58:01 with pseudo-sequence HLA-B58:01. The binding affinity (normalized) is 0.0324. (4) The peptide sequence is IEAGDEVFF. The MHC is HLA-B48:01 with pseudo-sequence HLA-B48:01. The binding affinity (normalized) is 0.0847. (5) The peptide sequence is GMQFDKVYL. The MHC is HLA-A31:01 with pseudo-sequence HLA-A31:01. The binding affinity (normalized) is 0.289.